From a dataset of Full USPTO retrosynthesis dataset with 1.9M reactions from patents (1976-2016). Predict the reactants needed to synthesize the given product. Given the product [C:1]([O:5][C:6]([N:8]1[CH2:13][CH2:12][CH:11]([NH:14][C:15]([C:17]2[C:18]([O:32][C:29]3[CH:30]=[CH:31][C:26]([F:25])=[CH:27][CH:28]=3)=[N:19][CH:20]=[C:21]([F:23])[CH:22]=2)=[O:16])[CH2:10][CH2:9]1)=[O:7])([CH3:4])([CH3:3])[CH3:2], predict the reactants needed to synthesize it. The reactants are: [C:1]([O:5][C:6]([N:8]1[CH2:13][CH2:12][CH:11]([NH:14][C:15]([C:17]2[C:18](Cl)=[N:19][CH:20]=[C:21]([F:23])[CH:22]=2)=[O:16])[CH2:10][CH2:9]1)=[O:7])([CH3:4])([CH3:3])[CH3:2].[F:25][C:26]1[CH:31]=[CH:30][C:29]([OH:32])=[CH:28][CH:27]=1.C(=O)([O-])[O-].[Cs+].[Cs+].